Dataset: Full USPTO retrosynthesis dataset with 1.9M reactions from patents (1976-2016). Task: Predict the reactants needed to synthesize the given product. Given the product [Cl:19][C:11]1[C:12]([N:14]([CH:16]([CH3:18])[CH3:17])[CH3:15])=[CH:13][C:8]2[N:7]=[C:29]([C:30]3[CH:35]=[CH:34][CH:33]=[C:32]([C:36]4[O:37][CH:38]=[C:39]([CH2:41][OH:42])[N:40]=4)[CH:31]=3)[CH2:28][C:27](=[O:50])[NH:20][C:9]=2[CH:10]=1, predict the reactants needed to synthesize it. The reactants are: C(OC(=O)[NH:7][C:8]1[CH:13]=[C:12]([N:14]([CH:16]([CH3:18])[CH3:17])[CH3:15])[C:11]([Cl:19])=[CH:10][C:9]=1[NH2:20])(C)(C)C.C(O[C:27](=[O:50])[CH2:28][C:29](=O)[C:30]1[CH:35]=[CH:34][CH:33]=[C:32]([C:36]2[O:37][CH:38]=[C:39]([CH2:41][O:42]C3CCCCO3)[N:40]=2)[CH:31]=1)(C)(C)C.C(O)(C(F)(F)F)=O.